From a dataset of Full USPTO retrosynthesis dataset with 1.9M reactions from patents (1976-2016). Predict the reactants needed to synthesize the given product. (1) Given the product [CH3:15][O:16][C:6]1[CH:13]=[CH:12][CH:11]=[C:10]2[C:7]=1[C:8]([NH2:9])=[N:21][C:20]([NH2:22])=[N:19]2, predict the reactants needed to synthesize it. The reactants are: CO.[H-].[Na+].F[C:6]1[CH:13]=[CH:12][CH:11]=[C:10](F)[C:7]=1[C:8]#[N:9].[C:15](=O)(O)[OH:16].[NH2:19][C:20]([NH2:22])=[NH:21]. (2) Given the product [ClH:17].[N:6]1[CH:11]=[CH:10][CH:9]=[CH:8][C:7]=1[C:12]([Cl:17])=[O:14], predict the reactants needed to synthesize it. The reactants are: CN(C=O)C.[N:6]1[CH:11]=[CH:10][CH:9]=[CH:8][C:7]=1[C:12]([OH:14])=O.S(Cl)([Cl:17])=O. (3) Given the product [CH3:20][C:11]1[CH:12]=[C:13]([CH:14]=[CH:15][C:10]=1[N:5]1[CH2:6][CH2:7][O:8][C@H:3]([CH3:2])[CH2:4]1)[NH2:16], predict the reactants needed to synthesize it. The reactants are: Cl.[CH3:2][C@H:3]1[O:8][CH2:7][CH2:6][NH:5][CH2:4]1.Br[C:10]1[CH:15]=[CH:14][C:13]([NH:16]C(=O)C)=[CH:12][C:11]=1[CH3:20].C(P(C(C)(C)C)C1C=CC=CC=1C1C=CC=CC=1)(C)(C)C.[Li+].C[Si]([N-][Si](C)(C)C)(C)C. (4) Given the product [CH:1]([NH:4][C:5]1[N:10]=[C:9]([NH:11][C:12]2[CH:17]=[CH:16][N:15]=[C:14]([C:18]([F:19])([F:21])[F:20])[CH:13]=2)[N:8]=[C:7]([CH:22]2[CH2:27][CH2:26][CH2:25][C:24](=[O:28])[CH2:23]2)[N:6]=1)([CH3:3])[CH3:2], predict the reactants needed to synthesize it. The reactants are: [CH:1]([NH:4][C:5]1[N:10]=[C:9]([NH:11][C:12]2[CH:17]=[CH:16][N:15]=[C:14]([C:18]([F:21])([F:20])[F:19])[CH:13]=2)[N:8]=[C:7]([C:22]2[CH2:27][CH2:26][CH2:25][C:24](=[O:28])[CH:23]=2)[N:6]=1)([CH3:3])[CH3:2]. (5) Given the product [F:3][C:4]1[CH:34]=[CH:33][C:7]([CH2:8][N:9]([C:23]2[S:27][C:26]3[CH:28]=[CH:29][CH:30]=[CH:31][C:25]=3[C:24]=2[CH3:32])[S:10]([C:13]2[CH:18]=[CH:17][C:16]([C:19]([OH:21])=[O:20])=[CH:15][CH:14]=2)(=[O:11])=[O:12])=[CH:6][C:5]=1[C:35]([F:38])([F:36])[F:37], predict the reactants needed to synthesize it. The reactants are: CO.[F:3][C:4]1[CH:34]=[CH:33][C:7]([CH2:8][N:9]([C:23]2[S:27][C:26]3[CH:28]=[CH:29][CH:30]=[CH:31][C:25]=3[C:24]=2[CH3:32])[S:10]([C:13]2[CH:18]=[CH:17][C:16]([C:19]([O:21]C)=[O:20])=[CH:15][CH:14]=2)(=[O:12])=[O:11])=[CH:6][C:5]=1[C:35]([F:38])([F:37])[F:36].[OH-].[Na+]. (6) Given the product [F:1][C:2]1[CH:7]=[CH:6][C:5]([CH2:8][O:9][C:10]2[CH:18]=[CH:17][C:16]([C:19]3[CH:20]=[N:21][N:22]([CH3:24])[CH:23]=3)=[CH:15][C:11]=2[C:12]([NH:30][C:28]2[CH:27]=[N:26][O:25][CH:29]=2)=[O:13])=[CH:4][CH:3]=1, predict the reactants needed to synthesize it. The reactants are: [F:1][C:2]1[CH:7]=[CH:6][C:5]([CH2:8][O:9][C:10]2[CH:18]=[CH:17][C:16]([C:19]3[CH:20]=[N:21][N:22]([CH3:24])[CH:23]=3)=[CH:15][C:11]=2[C:12](O)=[O:13])=[CH:4][CH:3]=1.[O:25]1[CH:29]=[C:28]([NH2:30])[CH:27]=[N:26]1.C1C=CC2N(O)N=NC=2C=1.C(Cl)CCl. (7) Given the product [Si:21]([O:38][CH2:39][C:40]1[N:41]=[C:42]([CH:62]([C:58]2[N:57]([CH3:56])[CH:61]=[CH:60][N:59]=2)[OH:63])[C:43]([F:55])=[C:44]([Cl:54])[C:45]=1[N:46]1[CH2:51][C@H:50]([CH3:52])[O:49][C@H:48]([CH3:53])[CH2:47]1)([C:34]([CH3:37])([CH3:35])[CH3:36])([C:28]1[CH:33]=[CH:32][CH:31]=[CH:30][CH:29]=1)[C:22]1[CH:23]=[CH:24][CH:25]=[CH:26][CH:27]=1, predict the reactants needed to synthesize it. The reactants are: C(NC(C)C)(C)C.C([Li])CCC.[Li+].CC([N-]C(C)C)C.[Si:21]([O:38][CH2:39][C:40]1[C:45]([N:46]2[CH2:51][C@H:50]([CH3:52])[O:49][C@H:48]([CH3:53])[CH2:47]2)=[C:44]([Cl:54])[C:43]([F:55])=[CH:42][N:41]=1)([C:34]([CH3:37])([CH3:36])[CH3:35])([C:28]1[CH:33]=[CH:32][CH:31]=[CH:30][CH:29]=1)[C:22]1[CH:27]=[CH:26][CH:25]=[CH:24][CH:23]=1.[CH3:56][N:57]1[CH:61]=[CH:60][N:59]=[C:58]1[CH:62]=[O:63]. (8) Given the product [O:1]=[C:2]1[C:7]([C:8]2[CH:13]=[CH:12][CH:11]=[CH:10][CH:9]=2)=[CH:6][NH:5][CH:4]=[C:3]1[C:14]([OH:16])=[O:15], predict the reactants needed to synthesize it. The reactants are: [O:1]=[C:2]1[C:7]([C:8]2[CH:13]=[CH:12][CH:11]=[CH:10][CH:9]=2)=[CH:6][NH:5][CH:4]=[C:3]1[C:14]([O:16]CC)=[O:15].[OH-].[Na+].Cl.